From a dataset of Full USPTO retrosynthesis dataset with 1.9M reactions from patents (1976-2016). Predict the reactants needed to synthesize the given product. (1) Given the product [ClH:1].[Cl:1][C:2]1[N:7]=[CH:6][C:5]([S:8]([C:11]2[N:15]([C:16]3[CH:21]=[CH:20][CH:19]=[CH:18][C:17]=3[F:22])[N:14]=[C:13]([CH2:23][NH:24][CH3:25])[CH:12]=2)(=[O:10])=[O:9])=[CH:4][CH:3]=1, predict the reactants needed to synthesize it. The reactants are: [Cl:1][C:2]1[N:7]=[CH:6][C:5]([S:8]([C:11]2[N:15]([C:16]3[CH:21]=[CH:20][CH:19]=[CH:18][C:17]=3[F:22])[N:14]=[C:13]([CH2:23][N:24](C)[C:25](=O)OC(C)(C)C)[CH:12]=2)(=[O:10])=[O:9])=[CH:4][CH:3]=1.C(OCC)(=O)C.Cl. (2) Given the product [CH:1]1([N:6]2[CH2:12][C:11]([F:13])([F:14])[C:10](=[O:15])[N:9]([CH3:16])[C:8]3[CH:17]=[N:18][C:19]([NH:21][C:22]4[CH:40]=[CH:39][C:25]([C:26]([NH:28][CH:29]5[CH2:30][N:31]([CH:33]6[CH2:38][CH2:37][N:36]([CH2:50][CH:47]7[CH2:49][CH2:48]7)[CH2:35][CH2:34]6)[CH2:32]5)=[O:27])=[CH:24][C:23]=4[O:41][CH3:42])=[N:20][C:7]2=3)[CH2:5][CH2:4][CH2:3][CH2:2]1, predict the reactants needed to synthesize it. The reactants are: [CH:1]1([N:6]2[CH2:12][C:11]([F:14])([F:13])[C:10](=[O:15])[N:9]([CH3:16])[C:8]3[CH:17]=[N:18][C:19]([NH:21][C:22]4[CH:40]=[CH:39][C:25]([C:26]([NH:28][CH:29]5[CH2:32][N:31]([CH:33]6[CH2:38][CH2:37][NH:36][CH2:35][CH2:34]6)[CH2:30]5)=[O:27])=[CH:24][C:23]=4[O:41][CH3:42])=[N:20][C:7]2=3)[CH2:5][CH2:4][CH2:3][CH2:2]1.CC(O)=O.[CH:47]1([CH:50]=O)[CH2:49][CH2:48]1.